From a dataset of Full USPTO retrosynthesis dataset with 1.9M reactions from patents (1976-2016). Predict the reactants needed to synthesize the given product. (1) Given the product [F:36][C:37]([P:39](=[O:40])([OH:46])[OH:43])([F:38])[CH2:21][C:2]([NH2:1])([CH2:3][OH:4])[CH2:5][CH2:6][C:7]1[CH:12]=[CH:11][C:10]([CH2:13][CH2:14][CH2:15][CH2:16][CH2:17][CH2:18][CH2:19][CH3:20])=[CH:9][CH:8]=1, predict the reactants needed to synthesize it. The reactants are: [NH2:1][C:2]([CH2:21]O)([CH2:5][CH2:6][C:7]1[CH:12]=[CH:11][C:10]([CH2:13][CH2:14][CH2:15][CH2:16][CH2:17][CH2:18][CH2:19][CH3:20])=[CH:9][CH:8]=1)[CH2:3][OH:4].C([N-]C(C)C)(C)C.[Li+].C([Li])CCC.[F:36][CH:37]([P:39](=[O:46])([O:43]CC)[O:40]CC)[F:38].CP(=O)(OC)OC. (2) Given the product [C:1]([O:5][C:6](=[O:26])[C:7]1[CH:12]=[CH:11][C:10]([CH2:13][N:14]2[CH:23]=[CH:22][C:21]3[C:16](=[CH:17][C:18]([NH2:27])=[CH:19][CH:20]=3)[C:15]2=[O:25])=[CH:9][CH:8]=1)([CH3:4])([CH3:3])[CH3:2], predict the reactants needed to synthesize it. The reactants are: [C:1]([O:5][C:6](=[O:26])[C:7]1[CH:12]=[CH:11][C:10]([CH2:13][N:14]2[CH:23]=[CH:22][C:21]3[C:16](=[CH:17][C:18](Br)=[CH:19][CH:20]=3)[C:15]2=[O:25])=[CH:9][CH:8]=1)([CH3:4])([CH3:3])[CH3:2].[NH3:27]. (3) The reactants are: [Cl:1][C:2]1[CH:10]=[CH:9][C:8](F)=[CH:7][C:3]=1[C:4]([NH2:6])=[O:5].[NH:12]1[CH2:17][CH2:16][O:15][CH2:14][CH2:13]1. Given the product [Cl:1][C:2]1[CH:10]=[CH:9][C:8]([N:12]2[CH2:17][CH2:16][O:15][CH2:14][CH2:13]2)=[CH:7][C:3]=1[C:4]([NH2:6])=[O:5], predict the reactants needed to synthesize it. (4) Given the product [F:21][C:11]1[N:10]=[C:9]2[O:8][C:5]3[C:4]([C:15]4([CH2:19][O:18][C:17]([NH2:20])=[N:16]4)[C:14]2=[CH:13][CH:12]=1)=[CH:3][C:2]([C:28]1[C:23]([F:22])=[N:24][CH:25]=[CH:26][CH:27]=1)=[CH:7][CH:6]=3, predict the reactants needed to synthesize it. The reactants are: Br[C:2]1[CH:3]=[C:4]2[C:15]3([CH2:19][O:18][C:17]([NH2:20])=[N:16]3)[C:14]3[C:9](=[N:10][C:11]([F:21])=[CH:12][CH:13]=3)[O:8][C:5]2=[CH:6][CH:7]=1.[F:22][C:23]1[C:28](B(O)O)=[CH:27][CH:26]=[CH:25][N:24]=1.P([O-])([O-])([O-])=O.[K+].[K+].[K+].O1CCOCC1. (5) Given the product [Br:1][C:2]1[CH:3]=[CH:4][C:5]([C:17]([C:19]2[C:20]([O:25][CH3:26])=[N:21][CH:22]=[N:23][CH:24]=2)=[O:18])=[N:6][CH:7]=1, predict the reactants needed to synthesize it. The reactants are: [Br:1][C:2]1[CH:3]=[CH:4][C:5](I)=[N:6][CH:7]=1.C([Mg]Cl)(C)C.CON(C)[C:17]([C:19]1[C:20]([O:25][CH3:26])=[N:21][CH:22]=[N:23][CH:24]=1)=[O:18].Cl.